Dataset: Cav3 T-type calcium channel HTS with 100,875 compounds. Task: Binary Classification. Given a drug SMILES string, predict its activity (active/inactive) in a high-throughput screening assay against a specified biological target. (1) The drug is S(=O)(=O)(N1CCCCC1)c1ccc(cc1)c1n(CC)c(SCC(=O)Nc2sccn2)nn1. The result is 0 (inactive). (2) The compound is o1c2n(nc(c2c(cc1=O)C)C)c1n[nH]nn1. The result is 0 (inactive).